Dataset: CYP1A2 inhibition data for predicting drug metabolism from PubChem BioAssay. Task: Regression/Classification. Given a drug SMILES string, predict its absorption, distribution, metabolism, or excretion properties. Task type varies by dataset: regression for continuous measurements (e.g., permeability, clearance, half-life) or binary classification for categorical outcomes (e.g., BBB penetration, CYP inhibition). Dataset: cyp1a2_veith. (1) The compound is NCC[Se][Se]CCN. The result is 1 (inhibitor). (2) The drug is C[C@]12CC[C@H]3c4ccc(OCC(=O)O)cc4CC[C@@H]3[C@H]1CCC2=O. The result is 0 (non-inhibitor). (3) The molecule is N#Cc1ccc(C(=O)Nc2ccc(N3CCN(C(=O)c4ccco4)CC3)cc2)c(F)c1. The result is 0 (non-inhibitor). (4) The molecule is CC(=NCc1ccco1)c1c(O)n(-c2ccccc2)c(=O)[nH]c1=O. The result is 1 (inhibitor).